Dataset: Reaction yield outcomes from USPTO patents with 853,638 reactions. Task: Predict the reaction yield, written as a fraction of the theoretical maximum amount of product (1.0 means a 100% yield; for example, 0.34 means a 34% yield). The reactants are [CH3:1][C:2]1[CH:11]=[CH:10][C:9]2[C:4](=[CH:5][CH:6]=[CH:7][C:8]=2[N:12]2[CH2:17][CH2:16][N:15]([CH2:18][CH2:19][C:20]3[CH:21]=[C:22]([CH:24]=[CH:25][CH:26]=3)[NH2:23])[CH2:14][CH2:13]2)[N:3]=1.[CH3:27][C:28]([CH3:34])([CH3:33])[CH2:29][C:30](Cl)=[O:31]. No catalyst specified. The product is [CH3:27][C:28]([CH3:34])([CH3:33])[CH2:29][C:30]([NH:23][C:22]1[CH:24]=[CH:25][CH:26]=[C:20]([CH2:19][CH2:18][N:15]2[CH2:14][CH2:13][N:12]([C:8]3[CH:7]=[CH:6][CH:5]=[C:4]4[C:9]=3[CH:10]=[CH:11][C:2]([CH3:1])=[N:3]4)[CH2:17][CH2:16]2)[CH:21]=1)=[O:31]. The yield is 0.620.